Task: Predict the reactants needed to synthesize the given product.. Dataset: Full USPTO retrosynthesis dataset with 1.9M reactions from patents (1976-2016) (1) The reactants are: [F:1][C:2]1[CH:7]=[C:6](B2OC(C)(C)C(C)(C)O2)[C:5]([F:17])=[CH:4][C:3]=1[Si:18]([CH3:21])([CH3:20])[CH3:19].[C:22]([NH:25][C:26]1[CH:31]=[C:30](Cl)[N:29]=[C:28]([C:33]([O:35][CH3:36])=[O:34])[C:27]=1[Cl:37])(=[O:24])[CH3:23].C(=O)([O-])[O-].[Na+].[Na+].C(#N)C. Given the product [C:22]([NH:25][C:26]1[CH:31]=[C:30]([C:6]2[CH:7]=[C:2]([F:1])[C:3]([Si:18]([CH3:19])([CH3:20])[CH3:21])=[CH:4][C:5]=2[F:17])[N:29]=[C:28]([C:33]([O:35][CH3:36])=[O:34])[C:27]=1[Cl:37])(=[O:24])[CH3:23], predict the reactants needed to synthesize it. (2) Given the product [CH2:1]([O:8][C:9]1[C:10]([NH:21][C:22]([O:24][C:25]([CH3:28])([CH3:27])[CH3:26])=[O:23])=[N:11][CH:12]=[C:13]([CH:19]=1)[C:14]([O:16][CH2:17][CH3:18])=[O:15])[C:2]1[CH:7]=[CH:6][CH:5]=[CH:4][CH:3]=1, predict the reactants needed to synthesize it. The reactants are: [CH2:1]([O:8][C:9]1[C:10](Cl)=[N:11][CH:12]=[C:13]([CH:19]=1)[C:14]([O:16][CH2:17][CH3:18])=[O:15])[C:2]1[CH:7]=[CH:6][CH:5]=[CH:4][CH:3]=1.[NH2:21][C:22]([O:24][C:25]([CH3:28])([CH3:27])[CH3:26])=[O:23].CC(C1C=C(C(C)C)C(C2C=CC=CC=2P(C2CCCCC2)C2CCCCC2)=C(C(C)C)C=1)C.[O-]P([O-])([O-])=O.[K+].[K+].[K+]. (3) Given the product [Cl:19][C:11]1[CH:12]=[C:13]([C:14]2[CH:18]=[CH:17][S:16][CH:15]=2)[C:7]2[O:6][C:5]([CH2:4][NH2:1])([CH3:20])[CH2:9][C:8]=2[CH:10]=1, predict the reactants needed to synthesize it. The reactants are: [N:1]([CH2:4][C:5]1([CH3:20])[CH2:9][C:8]2[CH:10]=[C:11]([Cl:19])[CH:12]=[C:13]([C:14]3[CH:18]=[CH:17][S:16][CH:15]=3)[C:7]=2[O:6]1)=[N+]=[N-].